The task is: Regression. Given a peptide amino acid sequence and an MHC pseudo amino acid sequence, predict their binding affinity value. This is MHC class I binding data.. This data is from Peptide-MHC class I binding affinity with 185,985 pairs from IEDB/IMGT. (1) The peptide sequence is NFIPIIYSK. The MHC is HLA-A31:01 with pseudo-sequence HLA-A31:01. The binding affinity (normalized) is 0.756. (2) The peptide sequence is FLIDLAFLI. The MHC is HLA-A02:11 with pseudo-sequence HLA-A02:11. The binding affinity (normalized) is 1.00. (3) The peptide sequence is YRTAVCGLY. The MHC is HLA-B08:01 with pseudo-sequence HLA-B08:01. The binding affinity (normalized) is 0.0847. (4) The peptide sequence is EPAPFEDV. The MHC is H-2-Kb with pseudo-sequence H-2-Kb. The binding affinity (normalized) is 0.0735.